The task is: Predict the reactants needed to synthesize the given product.. This data is from Full USPTO retrosynthesis dataset with 1.9M reactions from patents (1976-2016). (1) Given the product [CH2:11]([N:18]1[C:25](=[O:26])[CH:24]([CH3:34])[N:23]([C:27]([O:29][C:30]([CH3:33])([CH3:32])[CH3:31])=[O:28])[CH2:22][C:19]21[CH2:21][CH2:20]2)[C:12]1[CH:17]=[CH:16][CH:15]=[CH:14][CH:13]=1, predict the reactants needed to synthesize it. The reactants are: C[Si](C)(C)[N-][Si](C)(C)C.[Li+].[CH2:11]([N:18]1[C:25](=[O:26])[CH2:24][N:23]([C:27]([O:29][C:30]([CH3:33])([CH3:32])[CH3:31])=[O:28])[CH2:22][C:19]21[CH2:21][CH2:20]2)[C:12]1[CH:17]=[CH:16][CH:15]=[CH:14][CH:13]=1.[CH3:34]I.[Cl-].[NH4+]. (2) Given the product [NH2:29][C:32]([NH2:34])=[O:33].[Cl:1][C:2]1[CH:3]=[CH:4][C:5]([F:26])=[C:6]([C:8]2[CH:17]=[C:16]([NH:18][C:19]3[CH:24]=[CH:23][N:22]=[CH:21][C:20]=3[NH2:25])[C:15]3[C:10](=[CH:11][CH:12]=[CH:13][CH:14]=3)[N:9]=2)[CH:7]=1, predict the reactants needed to synthesize it. The reactants are: [Cl:1][C:2]1[CH:3]=[CH:4][C:5]([F:26])=[C:6]([C:8]2[CH:17]=[C:16]([NH:18][C:19]3[CH:24]=[CH:23][N:22]=[CH:21][C:20]=3[NH2:25])[C:15]3[C:10](=[CH:11][CH:12]=[CH:13][CH:14]=3)[N:9]=2)[CH:7]=1.C1N=C[N:29]([C:32]([N:34]2C=NC=C2)=[O:33])C=1.CCN(C(C)C)C(C)C.